From a dataset of Full USPTO retrosynthesis dataset with 1.9M reactions from patents (1976-2016). Predict the reactants needed to synthesize the given product. (1) Given the product [Br:1][C:2]1[CH:3]=[C:4]([CH:10]=[C:11]([O:13][CH2:17][C:16]([CH3:18])=[CH2:15])[CH:12]=1)[C:5]([O:7][CH2:8][CH3:9])=[O:6], predict the reactants needed to synthesize it. The reactants are: [Br:1][C:2]1[CH:3]=[C:4]([CH:10]=[C:11]([OH:13])[CH:12]=1)[C:5]([O:7][CH2:8][CH3:9])=[O:6].Cl[CH2:15][C:16]([CH3:18])=[CH2:17]. (2) Given the product [Cl:18][C:15]1[CH:16]=[CH:17][C:12]([C:9]2[N:8]([C:19]3[CH:24]=[CH:23][CH:22]=[CH:21][C:20]=3[Cl:25])[N:7]=[C:6]3[C:4]([OH:5])=[N:36][C:34]([CH3:33])=[N:11][C:10]=23)=[CH:13][CH:14]=1, predict the reactants needed to synthesize it. The reactants are: C(O[C:4]([C:6]1[C:10]([NH2:11])=[C:9]([C:12]2[CH:17]=[CH:16][C:15]([Cl:18])=[CH:14][CH:13]=2)[N:8]([C:19]2[CH:24]=[CH:23][CH:22]=[CH:21][C:20]=2[Cl:25])[N:7]=1)=[O:5])C.C([CH2:33][C:34](=[NH:36])[S-])C1C=CC=CC=1.Br. (3) Given the product [Br:8][C:5]1[CH:6]=[CH:7][C:2]([C:15]2([OH:14])[CH2:16][CH2:17][N:18]([C:21]([O:23][C:24]([CH3:26])([CH3:25])[CH3:27])=[O:22])[CH2:19][CH2:20]2)=[N:3][CH:4]=1, predict the reactants needed to synthesize it. The reactants are: Br[C:2]1[CH:7]=[CH:6][C:5]([Br:8])=[CH:4][N:3]=1.[Li]CCCC.[O:14]=[C:15]1[CH2:20][CH2:19][N:18]([C:21]([O:23][C:24]([CH3:27])([CH3:26])[CH3:25])=[O:22])[CH2:17][CH2:16]1. (4) Given the product [OH:34][C@H:2]([CH2:1][C:44]#[N:45])[CH2:3][C:21]([OH:23])=[O:22], predict the reactants needed to synthesize it. The reactants are: [CH3:1][C:2]1(C)S[C@@H]2[C@H](NC([C@H](N)C3C=CC=CC=3)=O)C(=O)N2[C@H:3]1[C:21]([OH:23])=[O:22].CC(S[C@@H]1[O:34][C@H](CO)[C@H](O)[C@H](O)[C@H]1O)C.[Si]([CH:44]=[N+:45]=[N-])(C)(C)C. (5) Given the product [F:1][C:2]([F:14])([F:15])[C:3]1[CH:4]=[C:5]([CH:9]=[CH:10][CH2:11][OH:12])[CH:6]=[CH:7][CH:8]=1, predict the reactants needed to synthesize it. The reactants are: [F:1][C:2]([F:15])([F:14])[C:3]1[CH:4]=[C:5]([CH:9]=[CH:10][C:11](O)=[O:12])[CH:6]=[CH:7][CH:8]=1.S(=O)(=O)(O)O. (6) The reactants are: C([C:5]([N:13]1[CH:18]=[C:17]([O:19][CH3:20])[C:16]([C:21]2[CH:26]=[C:25]([Cl:27])[CH:24]=[CH:23][C:22]=2[C:28]#[N:29])=[CH:15][C:14]1=[O:30])([CH2:9][CH:10]([CH3:12])[CH3:11])[C:6]([OH:8])=[O:7])(C)(C)C.C(O)(C(F)(F)F)=O. Given the product [Cl:27][C:25]1[CH:24]=[CH:23][C:22]([C:28]#[N:29])=[C:21]([C:16]2[C:17]([O:19][CH3:20])=[CH:18][N:13]([CH:5]([CH2:9][CH:10]([CH3:12])[CH3:11])[C:6]([OH:8])=[O:7])[C:14](=[O:30])[CH:15]=2)[CH:26]=1, predict the reactants needed to synthesize it. (7) The reactants are: [Cl:1][C:2]1[CH:3]=[C:4]2[C:9](=[C:10]([C:12](O)=[O:13])[CH:11]=1)[NH:8][CH:7]([C:15]1[CH:20]=[CH:19][CH:18]=[C:17]([N:21]3[CH2:25][CH2:24][CH2:23][CH2:22]3)[CH:16]=1)[CH2:6][C:5]2([CH3:27])[CH3:26].[CH:28]1([S:31]([NH2:34])(=[O:33])=[O:32])[CH2:30][CH2:29]1. Given the product [Cl:1][C:2]1[CH:3]=[C:4]2[C:9](=[C:10]([C:12]([NH:34][S:31]([CH:28]3[CH2:30][CH2:29]3)(=[O:33])=[O:32])=[O:13])[CH:11]=1)[NH:8][CH:7]([C:15]1[CH:20]=[CH:19][CH:18]=[C:17]([N:21]3[CH2:25][CH2:24][CH2:23][CH2:22]3)[CH:16]=1)[CH2:6][C:5]2([CH3:27])[CH3:26], predict the reactants needed to synthesize it. (8) The reactants are: C1(P(C2CCCCC2)C2C=CC=CC=2C2C(C(C)C)=CC(C(C)C)=CC=2C(C)C)CCCCC1.[CH3:35][O:36][C:37]1[CH:38]=[C:39]([C:43]2[CH:44]=[N:45][C:46]([N:50]3[CH2:55][CH2:54][O:53][CH2:52][CH2:51]3)=[CH:47][C:48]=2[NH2:49])[CH:40]=[N:41][CH:42]=1.Cl[C:57]1[C:66]2[C:61](=[C:62]([Cl:68])[CH:63]=[CH:64][C:65]=2[F:67])[N:60]=[C:59]([C:69]2[CH:74]=[CH:73][CH:72]=[CH:71][N:70]=2)[C:58]=1[CH3:75].CC(C)([O-])C.[Na+]. Given the product [Cl:68][C:62]1[CH:63]=[CH:64][C:65]([F:67])=[C:66]2[C:61]=1[N:60]=[C:59]([C:69]1[CH:74]=[CH:73][CH:72]=[CH:71][N:70]=1)[C:58]([CH3:75])=[C:57]2[NH:49][C:48]1[CH:47]=[C:46]([N:50]2[CH2:55][CH2:54][O:53][CH2:52][CH2:51]2)[N:45]=[CH:44][C:43]=1[C:39]1[CH:40]=[N:41][CH:42]=[C:37]([O:36][CH3:35])[CH:38]=1, predict the reactants needed to synthesize it. (9) Given the product [F:19][C:16]1[CH:15]=[CH:14][C:13]([C:11]([C:4]2[CH:5]=[CH:6][C:7]([O:9][CH3:10])=[CH:8][C:3]=2[OH:2])=[O:12])=[CH:18][CH:17]=1, predict the reactants needed to synthesize it. The reactants are: C[O:2][C:3]1[CH:8]=[C:7]([O:9][CH3:10])[CH:6]=[CH:5][C:4]=1[C:11]([C:13]1[CH:18]=[CH:17][C:16]([F:19])=[CH:15][CH:14]=1)=[O:12].[I-].[Na+].[Al+3].[Cl-].[Cl-].[Cl-].